Dataset: Reaction yield outcomes from USPTO patents with 853,638 reactions. Task: Predict the reaction yield, written as a fraction of the theoretical maximum amount of product (1.0 means a 100% yield; for example, 0.34 means a 34% yield). (1) The reactants are [CH2:1]([O:8][C:9]1[CH:16]=[CH:15][CH:14]=[C:13]([O:17][CH3:18])[C:10]=1[CH:11]=O)[C:2]1[CH:7]=[CH:6][CH:5]=[CH:4][CH:3]=1.C(OP([CH2:27][C:28]([O:30][CH2:31][CH3:32])=[O:29])(OCC)=O)C.CN(C)C=O.[H-].[Na+]. The catalyst is O. The product is [CH2:1]([O:8][C:9]1[CH:16]=[CH:15][CH:14]=[C:13]([O:17][CH3:18])[C:10]=1/[CH:11]=[CH:27]/[C:28]([O:30][CH2:31][CH3:32])=[O:29])[C:2]1[CH:7]=[CH:6][CH:5]=[CH:4][CH:3]=1. The yield is 0.910. (2) The reactants are [C:1]([C:3]1([NH:12][C:13](=[O:22])[O:14][CH2:15][C:16]2[CH:21]=[CH:20][CH:19]=[CH:18][CH:17]=2)[CH2:8][CH2:7][C:6]([F:11])([CH2:9][OH:10])[CH2:5][CH2:4]1)#[N:2].[NH2:23][OH:24].[C:25]([C:32]([O:34][CH2:35][CH3:36])=[O:33])#[C:26][C:27]([O:29][CH2:30][CH3:31])=[O:28]. The catalyst is CCO. The product is [CH2:15]([O:14][C:13]([NH:12][C:3]1([C:1](=[NH:2])[NH:23][O:24][C:25](=[CH:26][C:27]([O:29][CH2:30][CH3:31])=[O:28])[C:32]([O:34][CH2:35][CH3:36])=[O:33])[CH2:8][CH2:7][C:6]([F:11])([CH2:9][OH:10])[CH2:5][CH2:4]1)=[O:22])[C:16]1[CH:17]=[CH:18][CH:19]=[CH:20][CH:21]=1. The yield is 0.602.